This data is from Catalyst prediction with 721,799 reactions and 888 catalyst types from USPTO. The task is: Predict which catalyst facilitates the given reaction. Reactant: [CH2:1]([OH:5])[C@@H:2]([OH:4])[CH3:3].[H-].[Na+].[CH2:8]([N:12]1[C:16]2[CH:17]=[N:18][CH:19]=[CH:20][C:15]=2[S:14]/[C:13]/1=[N:21]\[C:22](=[O:34])[C:23]1[CH:28]=[C:27]([C:29]([F:32])([F:31])[F:30])[CH:26]=[CH:25][C:24]=1F)[CH2:9][CH2:10][CH3:11]. Product: [CH2:8]([N:12]1[C:16]2[CH:17]=[N:18][CH:19]=[CH:20][C:15]=2[S:14]/[C:13]/1=[N:21]\[C:22](=[O:34])[C:23]1[CH:28]=[C:27]([C:29]([F:32])([F:31])[F:30])[CH:26]=[CH:25][C:24]=1[O:5][CH2:1][C@@H:2]([OH:4])[CH3:3])[CH2:9][CH2:10][CH3:11]. The catalyst class is: 554.